Dataset: Catalyst prediction with 721,799 reactions and 888 catalyst types from USPTO. Task: Predict which catalyst facilitates the given reaction. (1) Reactant: [NH2:1][CH2:2][C:3]1[CH:4]=[C:5]([CH2:27][C:28]([O:30][CH3:31])=[O:29])[CH:6]=[CH:7][C:8]=1[O:9][C:10]1[CH:15]=[CH:14][C:13]([NH:16][C:17](=[O:26])[C:18]2[CH:23]=[CH:22][C:21]([Cl:24])=[C:20]([Cl:25])[CH:19]=2)=[CH:12][CH:11]=1.[F:32][C:33]1[CH:38]=[CH:37][C:36]([S:39](Cl)(=[O:41])=[O:40])=[CH:35][CH:34]=1.CCN(C(C)C)C(C)C. Product: [Cl:25][C:20]1[CH:19]=[C:18]([CH:23]=[CH:22][C:21]=1[Cl:24])[C:17]([NH:16][C:13]1[CH:12]=[CH:11][C:10]([O:9][C:8]2[CH:7]=[CH:6][C:5]([CH2:27][C:28]([O:30][CH3:31])=[O:29])=[CH:4][C:3]=2[CH2:2][NH:1][S:39]([C:36]2[CH:37]=[CH:38][C:33]([F:32])=[CH:34][CH:35]=2)(=[O:41])=[O:40])=[CH:15][CH:14]=1)=[O:26]. The catalyst class is: 2. (2) Reactant: [C:1](/[N:3]=[C:4](\SC)/[NH:5][C:6]1[CH:11]=[C:10]([Cl:12])[CH:9]=[C:8]([Cl:13])[CH:7]=1)#[N:2].Cl.[NH2:17][OH:18].C(N(CC)CC)C. Product: [Cl:13][C:8]1[CH:7]=[C:6]([NH:5][C:4]2[N:3]=[C:1]([NH2:2])[O:18][N:17]=2)[CH:11]=[C:10]([Cl:12])[CH:9]=1. The catalyst class is: 3. (3) Reactant: [CH3:1][N:2]1[CH2:7][CH2:6][N:5]([C:8]2[C:17]3[C:12](=[CH:13][CH:14]=[C:15]([N+:18]([O-])=O)[CH:16]=3)[N:11]=[CH:10][N:9]=2)[CH2:4][CH2:3]1. Product: [NH2:18][C:15]1[CH:16]=[C:17]2[C:12](=[CH:13][CH:14]=1)[N:11]=[CH:10][N:9]=[C:8]2[N:5]1[CH2:4][CH2:3][N:2]([CH3:1])[CH2:7][CH2:6]1. The catalyst class is: 50. (4) The catalyst class is: 1. Reactant: [H-].[Al+3].[Li+].[H-].[H-].[H-].[CH2:7]([O:13][C:14]1[CH:19]=[CH:18][C:17]([C@H:20]2[CH2:25][CH2:24][C@H:23]([CH:26]=[O:27])[CH2:22][CH2:21]2)=[C:16]([F:28])[C:15]=1[F:29])[CH2:8][CH2:9][CH2:10][CH2:11][CH3:12].C(OCC)(=O)C.N. Product: [CH2:7]([O:13][C:14]1[CH:19]=[CH:18][C:17]([C@H:20]2[CH2:21][CH2:22][C@H:23]([CH2:26][OH:27])[CH2:24][CH2:25]2)=[C:16]([F:28])[C:15]=1[F:29])[CH2:8][CH2:9][CH2:10][CH2:11][CH3:12]. (5) Reactant: C[Mg]I.[Cl:4][C:5]1[CH:6]=[C:7]([N:12]2[CH:16]=[C:15]([CH:17]=[O:18])[N:14]=[CH:13]2)[CH:8]=[CH:9][C:10]=1[Cl:11].[CH2:19]1COCC1.[Cl-].[NH4+]. Product: [Cl:4][C:5]1[CH:6]=[C:7]([N:12]2[CH:16]=[C:15]([CH:17]([OH:18])[CH3:19])[N:14]=[CH:13]2)[CH:8]=[CH:9][C:10]=1[Cl:11]. The catalyst class is: 28. (6) Reactant: [CH3:1][C:2]([C:4]1[CH:12]=[CH:11][C:9]([OH:10])=[C:6]([O:7][CH3:8])[CH:5]=1)=[O:3].[C:13](Cl)(=[O:15])[CH3:14].C(N(CC)CC)C. Product: [CH3:1][C:2]([C:4]1[CH:12]=[CH:11][C:9]([O:10][C:13]([CH3:14])=[O:15])=[C:6]([O:7][CH3:8])[CH:5]=1)=[O:3]. The catalyst class is: 13.